From a dataset of Reaction yield outcomes from USPTO patents with 853,638 reactions. Predict the reaction yield, written as a fraction of the theoretical maximum amount of product (1.0 means a 100% yield; for example, 0.34 means a 34% yield). (1) The reactants are [C:1]([NH:3][C:4](=[N:12][CH2:13][CH2:14][NH:15][C:16]1[N:17]=[C:18]([C:34]2[CH:39]=[CH:38][C:37]([F:40])=[CH:36][C:35]=2[F:41])[C:19]2[CH:25]=[CH:24][C:23](=[O:26])[N:22]([C:27]3[CH:32]=[CH:31][CH:30]=[CH:29][C:28]=3[F:33])[C:20]=2[N:21]=1)OC1C=CC=CC=1)#[N:2].[NH3:42]. The catalyst is C(O)(C)C. The product is [C:1]([NH:3][C:4]([NH:12][CH2:13][CH2:14][NH:15][C:16]1[N:17]=[C:18]([C:34]2[CH:39]=[CH:38][C:37]([F:40])=[CH:36][C:35]=2[F:41])[C:19]2[CH:25]=[CH:24][C:23](=[O:26])[N:22]([C:27]3[CH:32]=[CH:31][CH:30]=[CH:29][C:28]=3[F:33])[C:20]=2[N:21]=1)=[NH:42])#[N:2]. The yield is 0.600. (2) The reactants are Cl[C:2](OC1C=CC([N+]([O-])=O)=CC=1)=[O:3].CCN(C(C)C)C(C)C.[CH3:23][N:24]1[CH2:29][CH2:28][N:27]([CH3:30])[CH2:26][C@H:25]1[CH2:31][OH:32].[F:33][C:34]1[CH:39]=[CH:38][C:37]([N:40]2[CH2:45][CH2:44][NH:43][CH2:42][CH2:41]2)=[CH:36][CH:35]=1. The catalyst is C(Cl)Cl. The product is [F:33][C:34]1[CH:35]=[CH:36][C:37]([N:40]2[CH2:45][CH2:44][N:43]([C:2]([O:32][CH2:31][C@@H:25]3[CH2:26][N:27]([CH3:30])[CH2:28][CH2:29][N:24]3[CH3:23])=[O:3])[CH2:42][CH2:41]2)=[CH:38][CH:39]=1. The yield is 0.600. (3) The catalyst is CCOCC.C1COCC1. The reactants are [Mg].II.[CH2:4](Br)[C:5]#[CH:6].[N:8]1[C:17]2[C:12](=[CH:13][CH:14]=[CH:15][CH:16]=2)[N:11]=[CH:10][C:9]=1[CH:18]=[O:19].[NH4+].[Cl-]. The yield is 0.140. The product is [N:8]1[C:17]2[C:12](=[CH:13][CH:14]=[CH:15][CH:16]=2)[N:11]=[CH:10][C:9]=1[CH:18]([OH:19])[CH2:6][C:5]#[CH:4]. (4) The yield is 0.850. The product is [Cl:5][C:6]1[CH:11]=[CH:10][C:9]([CH2:12][C:13]#[N:14])=[CH:8][C:7]=1[OH:15]. The reactants are B(Br)(Br)Br.[Cl:5][C:6]1[CH:11]=[CH:10][C:9]([CH2:12][C:13]#[N:14])=[CH:8][C:7]=1[O:15]C.O. The catalyst is C(Cl)Cl. (5) The reactants are [OH:1][C:2]1[CH:3]=[C:4]([CH2:9][C:10]#[N:11])[CH:5]=[CH:6][C:7]=1[CH3:8].C([O-])([O-])=O.[K+].[K+].Br[CH2:19][CH2:20][CH2:21][CH3:22]. The catalyst is CC(C)=O. The product is [CH2:19]([O:1][C:2]1[CH:3]=[C:4]([CH2:9][C:10]#[N:11])[CH:5]=[CH:6][C:7]=1[CH3:8])[CH2:20][CH2:21][CH3:22]. The yield is 0.610. (6) The reactants are [CH3:1][O:2][C:3]1[CH:4]=[C:5]2[C:9](=[CH:10][CH:11]=1)[NH:8][CH:7]=[C:6]2[S:12]([C:15]1[CH:20]=[CH:19][CH:18]=[CH:17][CH:16]=1)(=[O:14])=[O:13].[Cl:21][CH2:22][CH2:23]Cl.[OH-].[Na+].[Cl-].C(C([NH3+])(C(=O)CCCCCCC)C(=O)CCCCCCC)(=O)CCCCCCC. The catalyst is C(Cl)Cl.O. The product is [Cl:21][CH2:22][CH2:23][N:8]1[C:9]2[C:5](=[CH:4][C:3]([O:2][CH3:1])=[CH:11][CH:10]=2)[C:6]([S:12]([C:15]2[CH:16]=[CH:17][CH:18]=[CH:19][CH:20]=2)(=[O:14])=[O:13])=[CH:7]1. The yield is 0.630. (7) The reactants are [NH:1]([C:3]1[CH:11]=[CH:10][C:6]([C:7]([OH:9])=[O:8])=[CH:5][N:4]=1)[NH2:2].[C:12]([C:14]1[CH:19]=[CH:18][C:17]([C:20](=[CH:25]N(C)C)[C:21](OC)=[O:22])=[C:16]([CH3:29])[C:15]=1[F:30])#[N:13].Cl.C(N(C(C)C)C(C)C)C. The catalyst is O.CC(O)C. The product is [C:12]([C:14]1[CH:19]=[CH:18][C:17]([C:20]2[CH:25]=[N:2][N:1]([C:3]3[CH:11]=[CH:10][C:6]([C:7]([OH:9])=[O:8])=[CH:5][N:4]=3)[C:21]=2[OH:22])=[C:16]([CH3:29])[C:15]=1[F:30])#[N:13]. The yield is 0.660. (8) The reactants are [O-:1][CH2:2][CH3:3].[Na+].[S:5]1[CH:9]=[CH:8][CH:7]=C1CC(O)=O.ClCCC[Si:18]([O:25][CH2:26][CH3:27])([O:22][CH2:23][CH3:24])[O:19][CH2:20][CH3:21]. The catalyst is S1C=CC=C1C(O)=O.C(O)C. The product is [C:2]([S:5][CH2:9][CH2:8][CH2:7][Si:18]([O:25][CH2:26][CH3:27])([O:22][CH2:23][CH3:24])[O:19][CH2:20][CH3:21])(=[O:1])[CH3:3]. The yield is 0.780.